From a dataset of Reaction yield outcomes from USPTO patents with 853,638 reactions. Predict the reaction yield, written as a fraction of the theoretical maximum amount of product (1.0 means a 100% yield; for example, 0.34 means a 34% yield). (1) The reactants are C(=O)([O-])[O-].[K+].[K+].I[CH2:8][CH2:9][CH2:10][CH2:11][CH2:12][O:13][C:14]1[CH:19]=[CH:18][C:17]([C:20]2[C:21]([CH3:51])=[C:22]([C:29]([C:31]3[CH:40]=[C:39]4[C:34]([C:35](=[O:50])[N:36]([CH2:42][C:43]([O:45][C:46]([CH3:49])([CH3:48])[CH3:47])=[O:44])[C:37](=[O:41])[NH:38]4)=[CH:33][CH:32]=3)=[O:30])[N:23]3[C:28]=2[CH:27]=[CH:26][CH:25]=[CH:24]3)=[CH:16][CH:15]=1.[NH2:52][CH2:53][CH2:54][O:55][CH2:56][CH2:57][OH:58].OS([O-])(=O)=O.[K+]. The catalyst is CN(C=O)C. The product is [OH:58][CH2:57][CH2:56][O:55][CH2:54][CH2:53][NH:52][CH2:8][CH2:9][CH2:10][CH2:11][CH2:12][O:13][C:14]1[CH:19]=[CH:18][C:17]([C:20]2[C:21]([CH3:51])=[C:22]([C:29]([C:31]3[CH:40]=[C:39]4[C:34]([C:35](=[O:50])[N:36]([CH2:42][C:43]([O:45][C:46]([CH3:49])([CH3:48])[CH3:47])=[O:44])[C:37](=[O:41])[NH:38]4)=[CH:33][CH:32]=3)=[O:30])[N:23]3[C:28]=2[CH:27]=[CH:26][CH:25]=[CH:24]3)=[CH:16][CH:15]=1. The yield is 0.790. (2) The reactants are [NH2:1][C:2]1[CH:7]=[CH:6][C:5]([C:8]2[N:13]=[C:12]([N:14]3[CH:19]([CH3:20])[CH2:18][O:17][CH2:16][CH:15]3[CH3:21])[N:11]=[C:10]([C:22]3[CH:27]=[CH:26][C:25]([NH:28][C:29]([NH:31][CH3:32])=[O:30])=[CH:24][CH:23]=3)[N:9]=2)=[CH:4][CH:3]=1.[C:33]([C:36]1[CH:37]=[C:38]([NH:42][C:43](=O)[O:44]C2C=CC=CC=2)[CH:39]=[CH:40][CH:41]=1)(=[O:35])[NH2:34]. No catalyst specified. The product is [CH3:21][CH:15]1[CH2:16][O:17][CH2:18][CH:19]([CH3:20])[N:14]1[C:12]1[N:11]=[C:10]([C:22]2[CH:27]=[CH:26][C:25]([NH:28][C:29](=[O:30])[NH:31][CH3:32])=[CH:24][CH:23]=2)[N:9]=[C:8]([C:5]2[CH:4]=[CH:3][C:2]([NH:1][C:43]([NH:42][C:38]3[CH:37]=[C:36]([CH:41]=[CH:40][CH:39]=3)[C:33]([NH2:34])=[O:35])=[O:44])=[CH:7][CH:6]=2)[N:13]=1. The yield is 0.0410. (3) The reactants are Br[C:2]1[CH:10]=[C:9]([NH2:11])[C:8]([O:12][CH3:13])=[C:7]2[C:3]=1[C:4]1[CH:17]=[C:16]([CH3:18])[CH:15]=[N:14][C:5]=1[NH:6]2.[CH2:19]([S:21]([C:24]1[CH:25]=[C:26](B(O)O)[CH:27]=[CH:28][CH:29]=1)(=[O:23])=[O:22])[CH3:20].O1CCOCC1.C([O-])([O-])=O.[K+].[K+]. The catalyst is CCOC(C)=O.C1C=CC([P]([Pd]([P](C2C=CC=CC=2)(C2C=CC=CC=2)C2C=CC=CC=2)([P](C2C=CC=CC=2)(C2C=CC=CC=2)C2C=CC=CC=2)[P](C2C=CC=CC=2)(C2C=CC=CC=2)C2C=CC=CC=2)(C2C=CC=CC=2)C2C=CC=CC=2)=CC=1. The product is [CH2:19]([S:21]([C:24]1[CH:29]=[C:28]([C:2]2[CH:10]=[C:9]([NH2:11])[C:8]([O:12][CH3:13])=[C:7]3[C:3]=2[C:4]2[CH:17]=[C:16]([CH3:18])[CH:15]=[N:14][C:5]=2[NH:6]3)[CH:27]=[CH:26][CH:25]=1)(=[O:22])=[O:23])[CH3:20]. The yield is 0.820. (4) The product is [CH2:1]([O:3][C:4]1[N:8]([C:9]2[C:17]3[O:16][CH2:15][C@@H:14]([NH:18][C:19]4[CH:31]=[CH:30][C:22]5[C@H:23]([CH2:26][C:27]([O-:29])=[O:28])[CH2:24][O:25][C:21]=5[CH:20]=4)[C:13]=3[CH:12]=[CH:11][CH:10]=2)[C:7]2[CH:32]=[C:33]([F:37])[C:34]([F:36])=[CH:35][C:6]=2[N:5]=1)[CH3:2].[Na+:39]. The yield is 0.950. The reactants are [CH2:1]([O:3][C:4]1[N:8]([C:9]2[C:17]3[O:16][CH2:15][C@@H:14]([NH:18][C:19]4[CH:31]=[CH:30][C:22]5[C@H:23]([CH2:26][C:27]([OH:29])=[O:28])[CH2:24][O:25][C:21]=5[CH:20]=4)[C:13]=3[CH:12]=[CH:11][CH:10]=2)[C:7]2[CH:32]=[C:33]([F:37])[C:34]([F:36])=[CH:35][C:6]=2[N:5]=1)[CH3:2].[OH-].[Na+:39].C(#N)C. The catalyst is O.